Dataset: Catalyst prediction with 721,799 reactions and 888 catalyst types from USPTO. Task: Predict which catalyst facilitates the given reaction. (1) Reactant: [CH3:1][N:2]([CH2:10][C:11]1[NH:15][C:14]2[CH:16]=[CH:17][C:18]([C:20]([F:23])([F:22])[F:21])=[CH:19][C:13]=2[N:12]=1)C(=O)OC(C)(C)C.[ClH:24].CCOC(C)=O. Product: [ClH:24].[ClH:24].[CH3:1][NH:2][CH2:10][C:11]1[NH:15][C:14]2[CH:16]=[CH:17][C:18]([C:20]([F:23])([F:21])[F:22])=[CH:19][C:13]=2[N:12]=1. The catalyst class is: 5. (2) The catalyst class is: 21. Reactant: [O:1]=[C:2]1[NH:8][CH:7]([CH2:9]OS(C)(=O)=O)[C:6]2[CH:15]=[CH:16][CH:17]=[CH:18][C:5]=2[C:4]2[CH:19]=[CH:20][CH:21]=[CH:22][C:3]1=2.[Na+].[I-:24]. Product: [I:24][CH2:9][CH:7]1[NH:8][C:2](=[O:1])[C:3]2[CH:22]=[CH:21][CH:20]=[CH:19][C:4]=2[C:5]2[CH:18]=[CH:17][CH:16]=[CH:15][C:6]1=2. (3) Reactant: [Br:1][C:2]1[CH:3]=[CH:4][C:5]2[S:9](=[O:11])(=[O:10])[NH:8][CH2:7][C:6]=2[CH:12]=1.Br[CH2:14][CH2:15][C:16]([O:18][CH2:19][CH3:20])=[O:17].C([O-])([O-])=O.[K+].[K+]. Product: [Br:1][C:2]1[CH:3]=[CH:4][C:5]2[S:9](=[O:10])(=[O:11])[N:8]([CH2:14][CH2:15][C:16]([O:18][CH2:19][CH3:20])=[O:17])[CH2:7][C:6]=2[CH:12]=1. The catalyst class is: 248. (4) Reactant: [OH-].[K+].[F:3][C:4]1[CH:5]=[C:6]2[C:11](=[CH:12][CH:13]=1)[N:10]([C@H:14]([CH2:18][CH3:19])[C:15]([O-:17])=[O:16])[CH2:9][CH2:8][CH2:7]2.FC1C=C2C(=CC=1)N([C@H](C(C)C)C(O)=O)CCC2. Product: [F:3][C:4]1[CH:5]=[C:6]2[C:11](=[CH:12][CH:13]=1)[N:10]([C@H:14]([CH2:18][CH3:19])[C:15]([OH:17])=[O:16])[CH2:9][CH2:8][CH2:7]2. The catalyst class is: 5. (5) Reactant: [CH3:1][CH:2]1[NH:7][CH2:6][C:5]2[N:8]=[N:9][N:10]([C:11]3[NH:15][N:14]=[CH:13][CH:12]=3)[C:4]=2[CH2:3]1.CCN(C(C)C)C(C)C.[Cl:25][C:26]1[C:34]([C:35]([F:38])([F:37])[F:36])=[N:33][CH:32]=[CH:31][C:27]=1[C:28](O)=[O:29].CN(C(ON1N=NC2C=CC=NC1=2)=[N+](C)C)C.F[P-](F)(F)(F)(F)F.C([O-])(O)=O.[Na+]. Product: [Cl:25][C:26]1[C:34]([C:35]([F:37])([F:38])[F:36])=[N:33][CH:32]=[CH:31][C:27]=1[C:28]([N:7]1[C@@H:2]([CH3:1])[CH2:3][C:4]2[N:10]([C:11]3[CH:12]=[CH:13][NH:14][N:15]=3)[N:9]=[N:8][C:5]=2[CH2:6]1)=[O:29]. The catalyst class is: 2. (6) Reactant: [CH3:1][O:2][C:3](=[O:25])[C:4]1[CH:9]=[CH:8][CH:7]=[CH:6][C:5]=1[NH:10][C:11]1[N:15]([C:16]2[CH:21]=[CH:20][CH:19]=[C:18]([F:22])[C:17]=2[CH3:23])[N:14]=[C:13]([CH3:24])[CH:12]=1.[Br:26]N1C(C)(C)C(=O)N(Br)C1=O. Product: [CH3:1][O:2][C:3](=[O:25])[C:4]1[CH:9]=[CH:8][CH:7]=[CH:6][C:5]=1[NH:10][C:11]1[N:15]([C:16]2[CH:21]=[CH:20][CH:19]=[C:18]([F:22])[C:17]=2[CH3:23])[N:14]=[C:13]([CH3:24])[C:12]=1[Br:26]. The catalyst class is: 4. (7) Reactant: C(=O)([O-])[O-].[K+].[K+].Cl[C:8]1[C:13]([CH:14]=[O:15])=[C:12]([Cl:16])[N:11]=[CH:10][N:9]=1.[OH:17][C:18]1[C:19]([CH3:24])=[N:20][CH:21]=[CH:22][CH:23]=1.O. Product: [OH:17][C:18]1[C:19]([CH3:24])=[N:20][CH:21]=[CH:22][CH:23]=1.[Cl:16][C:12]1[C:13]([CH:14]=[O:15])=[C:8]([O:17][C:18]2[C:19]([CH3:24])=[N:20][CH:21]=[CH:22][CH:23]=2)[N:9]=[CH:10][N:11]=1. The catalyst class is: 9. (8) Reactant: [CH:1]1([CH2:6][C@H:7]([CH2:18][C:19]([O:21][C:22]([CH3:25])([CH3:24])[CH3:23])=[O:20])[C:8]([N:10]2[CH:14]([C:15](O)=[O:16])[CH2:13][CH:12]=[N:11]2)=[O:9])[CH2:5][CH2:4][CH2:3][CH2:2]1.COC1N=C(OC)N=C([N+]2(C)CCOCC2)N=1.CN1CCOCC1.[NH2:50][C:51]1[CH:56]=[CH:55][CH:54]=[CH:53][CH:52]=1. Product: [CH:1]1([CH2:6][C@@H:7]([C:8](=[O:9])[N:10]2[CH:14]([C:15]([NH:50][C:51]3[CH:56]=[CH:55][CH:54]=[CH:53][CH:52]=3)=[O:16])[CH2:13][CH:12]=[N:11]2)[CH2:18][C:19]([O:21][C:22]([CH3:23])([CH3:24])[CH3:25])=[O:20])[CH2:5][CH2:4][CH2:3][CH2:2]1. The catalyst class is: 10.